Dataset: Full USPTO retrosynthesis dataset with 1.9M reactions from patents (1976-2016). Task: Predict the reactants needed to synthesize the given product. (1) Given the product [Br:10][C:5]1[CH:6]=[C:7]([CH2:8][OH:9])[C:2]([F:26])=[N:3][CH:4]=1, predict the reactants needed to synthesize it. The reactants are: N[C:2]1[C:7]([CH2:8][OH:9])=[CH:6][C:5]([Br:10])=[CH:4][N:3]=1.N([O-])=O.[Na+].C([O-])(O)=O.[Na+].C1C=CN=CC=1.[FH:26]. (2) Given the product [F:8][C:9]([F:23])([F:24])[C:10]1[CH:11]=[C:12]([C@@H:20]([OH:22])[CH3:21])[CH:13]=[C:14]([C:16]([F:17])([F:18])[F:19])[CH:15]=1, predict the reactants needed to synthesize it. The reactants are: CC(C)CC(O)C.[F:8][C:9]([F:24])([F:23])[C:10]1[CH:11]=[C:12]([C:20](=[O:22])[CH3:21])[CH:13]=[C:14]([C:16]([F:19])([F:18])[F:17])[CH:15]=1.C1N=C(N)C2N=CN([C@@H]3O[C@H](COP(OP(OC[C@H]4O[C@@H](N5C=C(C(N)=O)CC=C5)[C@H](O)[C@@H]4O)(O)=O)(O)=O)[C@@H](O)[C@H]3O)C=2N=1. (3) Given the product [F:19][C:18]([F:21])([F:20])[O:17][C:14]1[CH:13]=[CH:12][C:11]([N:8]2[C:7]3[CH:22]=[CH:23][C:4]4[CH:3]=[C:2]([CH:26]=[CH2:27])[CH:25]=[CH:24][C:5]=4[C:6]=3[N:10]=[CH:9]2)=[CH:16][CH:15]=1, predict the reactants needed to synthesize it. The reactants are: Br[C:2]1[CH:25]=[CH:24][C:5]2[C:6]3[N:10]=[CH:9][N:8]([C:11]4[CH:16]=[CH:15][C:14]([O:17][C:18]([F:21])([F:20])[F:19])=[CH:13][CH:12]=4)[C:7]=3[CH:22]=[CH:23][C:4]=2[CH:3]=1.[CH2:26]([Sn](CCCC)(CCCC)C=C)[CH2:27]CC. (4) Given the product [N:1]1[C:10]2[C:5](=[CH:6][CH:7]=[CH:8][CH:9]=2)[CH:4]=[CH:3][C:2]=1[N:11]1[CH2:12][CH:13]([C:15]2[C:16]([N:21]3[CH2:26][CH2:25][CH:24]([CH:27]([OH:29])[CH3:28])[CH2:23][CH2:22]3)=[N:17][CH:18]=[CH:19][N:20]=2)[CH2:14]1, predict the reactants needed to synthesize it. The reactants are: [N:1]1[C:10]2[C:5](=[CH:6][CH:7]=[CH:8][CH:9]=2)[CH:4]=[CH:3][C:2]=1[N:11]1[CH2:14][CH:13]([C:15]2[C:16]([N:21]3[CH2:26][CH2:25][CH:24]([C:27](=[O:29])[CH3:28])[CH2:23][CH2:22]3)=[N:17][CH:18]=[CH:19][N:20]=2)[CH2:12]1.[BH4-].[Na+].